Dataset: Full USPTO retrosynthesis dataset with 1.9M reactions from patents (1976-2016). Task: Predict the reactants needed to synthesize the given product. (1) The reactants are: [CH:1]1([C:4]2[N:5]=[C:6]([C:9]3[N:10]=[C:11]([O:21][CH:22]4[CH2:39][CH:38]5[CH:24]([C:25](=[O:45])[N:26]([CH3:44])[CH2:27][CH2:28][CH2:29][CH2:30][CH:31]=[CH:32][CH:33]6[C:35]([C:41](O)=[O:42])([NH:36][C:37]5=[O:40])[CH2:34]6)[CH2:23]4)[C:12]4[C:17]([CH:18]=3)=[CH:16][C:15]([O:19][CH3:20])=[CH:14][CH:13]=4)[S:7][CH:8]=2)[CH2:3][CH2:2]1.C(N1C=CN=C1)(N1C=CN=C1)=O.[CH:58]1([S:61]([NH2:64])(=[O:63])=[O:62])[CH2:60][CH2:59]1.C1CCN2C(=NCCC2)CC1. Given the product [CH:1]1([C:4]2[N:5]=[C:6]([C:9]3[N:10]=[C:11]([O:21][CH:22]4[CH2:39][CH:38]5[CH:24]([C:25](=[O:45])[N:26]([CH3:44])[CH2:27][CH2:28][CH2:29][CH2:30][CH:31]=[CH:32][CH:33]6[C:35]([C:41]([NH:64][S:61]([CH:58]7[CH2:60][CH2:59]7)(=[O:63])=[O:62])=[O:42])([NH:36][C:37]5=[O:40])[CH2:34]6)[CH2:23]4)[C:12]4[C:17]([CH:18]=3)=[CH:16][C:15]([O:19][CH3:20])=[CH:14][CH:13]=4)[S:7][CH:8]=2)[CH2:3][CH2:2]1, predict the reactants needed to synthesize it. (2) Given the product [C:1]([O:5][C:6]([NH:8][C@:9]1([C:10]([O:12][CH2:13][CH3:14])=[O:11])[CH2:15][C:16](=[O:17])[NH:22][C:21]1=[O:23])=[O:7])([CH3:4])([CH3:3])[CH3:2], predict the reactants needed to synthesize it. The reactants are: [C:1]([O:5][C:6]([NH:8][C@@:9]([C:21](=[O:23])[NH2:22])([CH2:15][C:16](OCC)=[O:17])[C:10]([O:12][CH2:13][CH3:14])=[O:11])=[O:7])([CH3:4])([CH3:3])[CH3:2].C(=O)([O-])[O-].[K+].[K+].Cl. (3) Given the product [CH3:1][N:2]1[CH2:7][CH2:6][C:5]([NH:15][C:14]2[CH:16]=[CH:17][CH:18]=[C:12]([C:11]([F:10])([F:19])[F:20])[CH:13]=2)=[CH:4][C:3]1=[O:9], predict the reactants needed to synthesize it. The reactants are: [CH3:1][N:2]1[CH2:7][CH2:6][C:5](=O)[CH2:4][C:3]1=[O:9].[F:10][C:11]([F:20])([F:19])[C:12]1[CH:13]=[C:14]([CH:16]=[CH:17][CH:18]=1)[NH2:15].FC(F)(F)S([O-])(=O)=O.[Yb+3].FC(F)(F)S([O-])(=O)=O.FC(F)(F)S([O-])(=O)=O.C1(C)C=CC=CC=1.